From a dataset of Catalyst prediction with 721,799 reactions and 888 catalyst types from USPTO. Predict which catalyst facilitates the given reaction. The catalyst class is: 28. Product: [N:7]1[CH:12]=[CH:11][CH:10]=[C:9]([C:13]2[N:17]([C:18]3[CH:25]=[CH:24][C:21]([CH2:22][NH2:23])=[CH:20][CH:19]=3)[N:16]=[C:15]([C:26]([F:29])([F:27])[F:28])[CH:14]=2)[CH:8]=1. Reactant: [H-].[Al+3].[Li+].[H-].[H-].[H-].[N:7]1[CH:12]=[CH:11][CH:10]=[C:9]([C:13]2[N:17]([C:18]3[CH:25]=[CH:24][C:21]([C:22]#[N:23])=[CH:20][CH:19]=3)[N:16]=[C:15]([C:26]([F:29])([F:28])[F:27])[CH:14]=2)[CH:8]=1.